From a dataset of Forward reaction prediction with 1.9M reactions from USPTO patents (1976-2016). Predict the product of the given reaction. Given the reactants [F:1][C:2]1[CH:3]=[C:4](B(O)O)[CH:5]=[CH:6][CH:7]=1.Cl[C:12]1[N:17]=[N:16][C:15]([CH2:18][N:19]2[CH:24]=[C:23]3[N:25]=[C:26]([C:28]4[CH:33]=[CH:32][CH:31]=[C:30]([F:34])[C:29]=4[F:35])[N:27]=[C:22]3[CH:21]=[N:20]2)=[CH:14][CH:13]=1, predict the reaction product. The product is: [F:35][C:29]1[C:30]([F:34])=[CH:31][CH:32]=[CH:33][C:28]=1[C:26]1[N:27]=[C:22]2[CH:21]=[N:20][N:19]([CH2:18][C:15]3[N:16]=[N:17][C:12]([C:6]4[CH:5]=[CH:4][CH:3]=[C:2]([F:1])[CH:7]=4)=[CH:13][CH:14]=3)[CH:24]=[C:23]2[N:25]=1.